Dataset: Reaction yield outcomes from USPTO patents with 853,638 reactions. Task: Predict the reaction yield, written as a fraction of the theoretical maximum amount of product (1.0 means a 100% yield; for example, 0.34 means a 34% yield). (1) The reactants are [Cl:1][C:2]1[CH:7]=[CH:6][C:5]([C:8]2[C:12]([CH2:13][O:14][C:15]3[CH:23]=[CH:22][C:18]([C:19]([OH:21])=O)=[CH:17][N:16]=3)=[CH:11][O:10][N:9]=2)=[CH:4][CH:3]=1.[NH2:24][CH:25]1[CH2:28][N:27]([C:29]([O:31][C:32]([CH3:35])([CH3:34])[CH3:33])=[O:30])[CH2:26]1. No catalyst specified. The product is [C:32]([O:31][C:29]([N:27]1[CH2:28][CH:25]([NH:24][C:19]([C:18]2[CH:17]=[N:16][C:15]([O:14][CH2:13][C:12]3[C:8]([C:5]4[CH:4]=[CH:3][C:2]([Cl:1])=[CH:7][CH:6]=4)=[N:9][O:10][CH:11]=3)=[CH:23][CH:22]=2)=[O:21])[CH2:26]1)=[O:30])([CH3:35])([CH3:33])[CH3:34]. The yield is 0.680. (2) The reactants are Cl[C:2]1[N:7]=[C:6]([NH:8][C:9]2[N:14]=[CH:13][C:12]3[N:15]=[C:16]([CH3:21])[N:17]([CH:18]([CH3:20])[CH3:19])[C:11]=3[CH:10]=2)[CH:5]=[CH:4][N:3]=1.[F:22][C@H:23]1[C@@H:28]([S:29][CH3:30])[CH2:27][CH2:26][NH:25][CH2:24]1.C(N(CC)C(C)C)(C)C. The catalyst is C(O)(C)C.CO. The product is [F:22][C@H:23]1[C@@H:28]([S:29][CH3:30])[CH2:27][CH2:26][N:25]([C:2]2[N:7]=[C:6]([NH:8][C:9]3[N:14]=[CH:13][C:12]4[N:15]=[C:16]([CH3:21])[N:17]([CH:18]([CH3:20])[CH3:19])[C:11]=4[CH:10]=3)[CH:5]=[CH:4][N:3]=2)[CH2:24]1. The yield is 0.930. (3) The reactants are C(NC(C)C)(C)C.C([Li])CCC.[CH3:13][O:14][C:15](=[O:27])[CH2:16][C:17]1[CH:22]=[CH:21][C:20]([Cl:23])=[C:19]([N+:24]([O-:26])=[O:25])[CH:18]=1.I[CH2:29][CH:30]1[CH2:34][CH2:33][CH2:32][CH2:31]1. The catalyst is O1CCCC1.CN1CCCN(C)C1=O. The product is [CH3:13][O:14][C:15](=[O:27])[CH:16]([C:17]1[CH:22]=[CH:21][C:20]([Cl:23])=[C:19]([N+:24]([O-:26])=[O:25])[CH:18]=1)[CH2:29][CH:30]1[CH2:34][CH2:33][CH2:32][CH2:31]1. The yield is 0.320. (4) The reactants are [H-].[H-].[H-].[H-].[Li+].[Al+3].[N:7]1[CH:12]=[CH:11][CH:10]=[CH:9][C:8]=1[C@@:13]1([CH2:23][C:24]#[N:25])[CH2:22][C:17]2([CH2:21][CH2:20][CH2:19][CH2:18]2)[O:16][CH2:15][CH2:14]1. The catalyst is CCOCC. The product is [N:7]1[CH:12]=[CH:11][CH:10]=[CH:9][C:8]=1[C@@:13]1([CH2:23][CH2:24][NH2:25])[CH2:22][C:17]2([CH2:21][CH2:20][CH2:19][CH2:18]2)[O:16][CH2:15][CH2:14]1. The yield is 0.940. (5) The reactants are Cl[C:2]1[N:10]=[C:9](Cl)[CH:8]=[CH:7][C:3]=1[C:4]([NH2:6])=[O:5].[N:12]1[CH:17]=[CH:16][CH:15]=[C:14]([OH:18])[CH:13]=1.C(O[C:24](=[O:31])[NH:25][C@H:26]1[CH2:30][CH2:29][NH:28][CH2:27]1)(C)(C)C.[C:32](O)(=O)[CH:33]=C. No catalyst specified. The product is [C:24]([NH:25][C@H:26]1[CH2:30][CH2:29][N:28]([C:9]2[CH:8]=[CH:7][C:3]([C:4]([NH2:6])=[O:5])=[C:2]([O:18][C:14]3[CH:13]=[N:12][CH:17]=[CH:16][CH:15]=3)[N:10]=2)[CH2:27]1)(=[O:31])[CH:32]=[CH2:33]. The yield is 0.310. (6) The reactants are [CH3:1][O:2][C:3]1[C:12]2[N:11]=[C:10]([NH2:13])[N:9]3[CH2:14][CH2:15][N:16]=[C:8]3[C:7]=2[CH:6]=[CH:5][C:4]=1[O:17][CH2:18][C@H:19]1[CH2:21][O:20]1.[NH:22]1[CH2:25][CH2:24][CH2:23]1. The catalyst is CN(C=O)C. The product is [N:22]1([CH2:21][C@@H:19]([OH:20])[CH2:18][O:17][C:4]2[CH:5]=[CH:6][C:7]3[C:8]4[N:9]([CH2:14][CH2:15][N:16]=4)[C:10]([NH2:13])=[N:11][C:12]=3[C:3]=2[O:2][CH3:1])[CH2:25][CH2:24][CH2:23]1. The yield is 1.15. (7) The reactants are [CH:1]([C:4]1[CH:32]=[CH:31][C:7]([CH2:8][C:9]2[C:17]3[O:16][C:15]([CH3:19])([CH3:18])[C:14](=[O:20])[C:13]=3[C:12]([CH3:21])=[C:11]([NH:22][C:23](=[O:29])[CH2:24][C:25]([CH3:28])([CH3:27])[CH3:26])[C:10]=2[CH3:30])=[CH:6][CH:5]=1)([CH3:3])[CH3:2]. The catalyst is C1COCC1.CCCCCC. The product is [OH:20][CH:14]1[C:13]2[C:12]([CH3:21])=[C:11]([NH:22][C:23](=[O:29])[CH2:24][C:25]([CH3:28])([CH3:27])[CH3:26])[C:10]([CH3:30])=[C:9]([CH2:8][C:7]3[CH:31]=[CH:32][C:4]([CH:1]([CH3:3])[CH3:2])=[CH:5][CH:6]=3)[C:17]=2[O:16][C:15]1([CH3:19])[CH3:18]. The yield is 0.810. (8) The reactants are [Si]([O:8]/[N:9]=[C:10]1\[NH:11][C@@H:12]([C:22]2[CH:27]=[CH:26][C:25]([F:28])=[CH:24][C:23]=2[Br:29])[CH2:13][C:14]2[N:15]=[C:16]([NH2:21])[N:17]=[C:18]([CH3:20])[C:19]\1=2)(C(C)(C)C)(C)C.C(O)(C(F)(F)F)=O.O. The catalyst is O1CCOCC1. The product is [NH2:21][C:16]1[N:17]=[C:18]([CH3:20])[C:19]2=[C:14]([CH2:13][C@H:12]([C:22]3[CH:27]=[CH:26][C:25]([F:28])=[CH:24][C:23]=3[Br:29])[NH:11]/[C:10]/2=[N:9]\[OH:8])[N:15]=1. The yield is 0.700.